From a dataset of Reaction yield outcomes from USPTO patents with 853,638 reactions. Predict the reaction yield, written as a fraction of the theoretical maximum amount of product (1.0 means a 100% yield; for example, 0.34 means a 34% yield). (1) The reactants are [CH3:1][O:2][C:3]1[CH:47]=[CH:46][C:6]([CH2:7][N:8]([CH2:37][C:38]2[CH:43]=[CH:42][C:41]([O:44][CH3:45])=[CH:40][CH:39]=2)[C:9]2[N:14]=[C:13]([CH3:15])[N:12]=[C:11]([C:16]3[CH:17]=[C:18]([CH2:23][N:24]4[CH2:29][CH2:28][N:27]([C:30]([O:32][C:33]([CH3:36])([CH3:35])[CH3:34])=[O:31])[CH2:26][CH2:25]4)[CH:19]=[N:20][C:21]=3F)[N:10]=2)=[CH:5][CH:4]=1.[F:48][C:49]1[CH:50]=[C:51]([NH2:57])[CH:52]=[N:53][C:54]=1[O:55][CH3:56].O1CCCC1.C[Si]([N-][Si](C)(C)C)(C)C.[Li+]. No catalyst specified. The product is [CH3:1][O:2][C:3]1[CH:47]=[CH:46][C:6]([CH2:7][N:8]([CH2:37][C:38]2[CH:39]=[CH:40][C:41]([O:44][CH3:45])=[CH:42][CH:43]=2)[C:9]2[N:14]=[C:13]([CH3:15])[N:12]=[C:11]([C:16]3[CH:17]=[C:18]([CH2:23][N:24]4[CH2:29][CH2:28][N:27]([C:30]([O:32][C:33]([CH3:35])([CH3:36])[CH3:34])=[O:31])[CH2:26][CH2:25]4)[CH:19]=[N:20][C:21]=3[NH:57][C:51]3[CH:52]=[N:53][C:54]([O:55][CH3:56])=[C:49]([F:48])[CH:50]=3)[N:10]=2)=[CH:5][CH:4]=1. The yield is 0.900. (2) The reactants are C1(C(=[N:14][CH2:15][C:16]([O:18][CH2:19][CH3:20])=[O:17])C2C=CC=CC=2)C=CC=CC=1.[H-].[Na+].[Br:23][C:24]1[CH:25]=[C:26]([Cl:31])[C:27](Cl)=[N:28][CH:29]=1. The catalyst is CN(C=O)C. The product is [NH2:14][CH:15]([C:27]1[C:26]([Cl:31])=[CH:25][C:24]([Br:23])=[CH:29][N:28]=1)[C:16]([O:18][CH2:19][CH3:20])=[O:17]. The yield is 0.200. (3) The reactants are [H-].[H-].[H-].[H-].[Li+].[Al+3].[NH:7]1[C:15]2[C:10](=[CH:11][CH:12]=[CH:13][CH:14]=2)[C:9]([CH:16]([CH3:19])[C:17]#[N:18])=[CH:8]1. The catalyst is C1COCC1. The product is [NH:7]1[C:15]2[C:10](=[CH:11][CH:12]=[CH:13][CH:14]=2)[C:9]([CH:16]([CH3:19])[CH2:17][NH2:18])=[CH:8]1. The yield is 0.820. (4) The reactants are Cl.C(O)C.COC[O:8][C:9]1[C:17]2[O:16][C:15]([CH3:19])([CH3:18])[C:14](=[O:20])[C:13]=2[C:12]([CH3:21])=[C:11]([N:22]2[CH2:27][CH2:26][N:25]([C:28]3[CH:33]=[CH:32][C:31]([O:34][CH3:35])=[CH:30][CH:29]=3)[CH2:24][CH2:23]2)[C:10]=1[CH3:36].O.C(=O)(O)[O-].[Na+]. The catalyst is C(OCC)(=O)C. The product is [OH:8][C:9]1[C:17]2[O:16][C:15]([CH3:18])([CH3:19])[C:14](=[O:20])[C:13]=2[C:12]([CH3:21])=[C:11]([N:22]2[CH2:27][CH2:26][N:25]([C:28]3[CH:33]=[CH:32][C:31]([O:34][CH3:35])=[CH:30][CH:29]=3)[CH2:24][CH2:23]2)[C:10]=1[CH3:36]. The yield is 0.870. (5) The reactants are B(Br)(Br)Br.[NH2:5][C:6]1[N:10]([CH3:11])[C:9](=[O:12])[C:8]([C:21]2[CH:25]=[C:24]([C:26](=[O:29])[CH2:27][CH3:28])[N:23]([CH2:30][CH3:31])[CH:22]=2)([C:13]2[CH:18]=[CH:17][CH:16]=[C:15]([O:19]C)[CH:14]=2)[N:7]=1.C(OCC)C.C([O-])(O)=O.[Na+]. The catalyst is C(Cl)Cl.CO. The product is [NH2:5][C:6]1[N:10]([CH3:11])[C:9](=[O:12])[C:8]([C:21]2[CH:25]=[C:24]([C:26](=[O:29])[CH2:27][CH3:28])[N:23]([CH2:30][CH3:31])[CH:22]=2)([C:13]2[CH:18]=[CH:17][CH:16]=[C:15]([OH:19])[CH:14]=2)[N:7]=1. The yield is 0.720. (6) The reactants are [B:10]1([B:10]2[O:14][C:13]([CH3:16])([CH3:15])[C:12]([CH3:18])([CH3:17])[O:11]2)[O:14][C:13]([CH3:16])([CH3:15])[C:12]([CH3:18])([CH3:17])[O:11]1.CC([O-])=O.[K+].Br[C:25]1[CH:30]=[C:29]([O:31][CH3:32])[CH:28]=[C:27]([C:33]([CH3:36])([CH3:35])[CH3:34])[CH:26]=1. The catalyst is O1CCOCC1.O.C1C=CC(P(C2C=CC=CC=2)[C-]2C=CC=C2)=CC=1.C1C=CC(P(C2C=CC=CC=2)[C-]2C=CC=C2)=CC=1.Cl[Pd]Cl.[Fe+2]. The product is [C:33]([C:27]1[CH:26]=[C:25]([B:10]2[O:11][C:12]([CH3:17])([CH3:18])[C:13]([CH3:15])([CH3:16])[O:14]2)[CH:30]=[C:29]([O:31][CH3:32])[CH:28]=1)([CH3:36])([CH3:34])[CH3:35]. The yield is 0.690. (7) The reactants are [Cl:1][C:2]1[C:11]2[C:6](=[CH:7][C:8]([OH:14])=[C:9]([O:12][CH3:13])[CH:10]=2)[N:5]=[CH:4][N:3]=1.C1(P(C2C=CC=CC=2)C2C=CC=CC=2)C=CC=CC=1.[CH2:34]([N:37]1[CH2:42][CH2:41][N:40]([CH2:43][CH2:44][CH2:45]O)[CH2:39][CH2:38]1)[C:35]#[CH:36]. The catalyst is ClCCl. The product is [Cl:1][C:2]1[C:11]2[C:6](=[CH:7][C:8]([O:14][CH2:45][CH2:44][CH2:43][N:40]3[CH2:39][CH2:38][N:37]([CH2:34][C:35]#[CH:36])[CH2:42][CH2:41]3)=[C:9]([O:12][CH3:13])[CH:10]=2)[N:5]=[CH:4][N:3]=1. The yield is 0.770.